From a dataset of Forward reaction prediction with 1.9M reactions from USPTO patents (1976-2016). Predict the product of the given reaction. (1) Given the reactants [CH3:1][C:2]1([CH3:38])[C:26](=[O:27])[CH2:25][CH2:24][C@@:23]2([CH3:28])[C:3]1=[CH:4][CH2:5][C@@H:6]1[C@@H:22]2[CH2:21][CH2:20][C@@:19]2([CH3:29])[C@H:7]1[CH2:8][C@H:9]([O:30][Si](C(C)(C)C)(C)C)[C@@H:10]2[C@H:11]([CH3:18])[CH2:12][CH2:13][CH2:14][CH:15]([CH3:17])[CH3:16].Cl, predict the reaction product. The product is: [CH3:38][C:2]1([CH3:1])[C:26](=[O:27])[CH2:25][CH2:24][C@@:23]2([CH3:28])[C:3]1=[CH:4][CH2:5][C@@H:6]1[C@@H:22]2[CH2:21][CH2:20][C@@:19]2([CH3:29])[C@H:7]1[CH2:8][CH:9]([OH:30])[C@@H:10]2[C@H:11]([CH3:18])[CH2:12][CH2:13][CH2:14][CH:15]([CH3:17])[CH3:16]. (2) Given the reactants [S:1]([O:8]S(C(F)(F)F)(=O)=O)([C:4]([F:7])([F:6])[F:5])(=[O:3])=[O:2].[Br:16][C:17]1[CH:18]=[C:19]2[C:24](=[CH:25][CH:26]=1)[CH:23]=[C:22](O)[CH:21]=[CH:20]2.C(N(CC)CC)C, predict the reaction product. The product is: [F:5][C:4]([F:7])([F:6])[S:1]([O:8][C:22]1[CH:21]=[CH:20][C:19]2[C:24](=[CH:25][CH:26]=[C:17]([Br:16])[CH:18]=2)[CH:23]=1)(=[O:3])=[O:2]. (3) Given the reactants C([O:8][C:9]1[CH:14]=[CH:13][C:12]([S:15]([NH:18][CH2:19][CH2:20][O:21][CH2:22][CH2:23][O:24][CH2:25][CH2:26][NH:27][C:28](=[O:34])[O:29][C:30]([CH3:33])([CH3:32])[CH3:31])(=[O:17])=[O:16])=[CH:11][CH:10]=1)C1C=CC=CC=1, predict the reaction product. The product is: [OH:8][C:9]1[CH:10]=[CH:11][C:12]([S:15]([NH:18][CH2:19][CH2:20][O:21][CH2:22][CH2:23][O:24][CH2:25][CH2:26][NH:27][C:28](=[O:34])[O:29][C:30]([CH3:32])([CH3:31])[CH3:33])(=[O:16])=[O:17])=[CH:13][CH:14]=1.